This data is from Full USPTO retrosynthesis dataset with 1.9M reactions from patents (1976-2016). The task is: Predict the reactants needed to synthesize the given product. (1) Given the product [CH:1]1([NH:6][S:7]([C:10]2[C:18]3[N:17]=[C:16]([S:19]([CH3:20])=[O:37])[NH:15][C:14]=3[CH:13]=[C:12]([C:21]3[C:22]([CH3:27])=[N:23][O:24][C:25]=3[CH3:26])[CH:11]=2)(=[O:9])=[O:8])[CH2:2][CH2:3][CH2:4][CH2:5]1, predict the reactants needed to synthesize it. The reactants are: [CH:1]1([NH:6][S:7]([C:10]2[C:18]3[N:17]=[C:16]([S:19][CH3:20])[NH:15][C:14]=3[CH:13]=[C:12]([C:21]3[C:22]([CH3:27])=[N:23][O:24][C:25]=3[CH3:26])[CH:11]=2)(=[O:9])=[O:8])[CH2:5][CH2:4][CH2:3][CH2:2]1.ClC1N=C(Cl)N=C(Cl)N=1.[OH:37]O. (2) Given the product [C:15]1([CH2:14][CH2:13][O:1][C:2]2[CH:3]=[CH:4][C:5]([CH2:8][C:9]([OH:11])=[O:10])=[CH:6][CH:7]=2)[C:24]2[C:19](=[CH:20][CH:21]=[CH:22][CH:23]=2)[CH:18]=[CH:17][CH:16]=1.[CH3:43][O:42][C:39]1[CH:40]=[CH:41][C:36]([CH2:32][CH2:26][O:1][C:2]2[CH:3]=[CH:4][C:5]([CH2:8][C:9]([OH:11])=[O:10])=[CH:6][CH:7]=2)=[CH:37][CH:38]=1.[CH:55]1([CH2:65][O:1][C:2]2[CH:3]=[CH:4][C:5]([CH2:8][C:9]([OH:11])=[O:10])=[CH:6][CH:7]=2)[CH2:64][CH2:59][CH2:58][CH2:57][CH2:56]1, predict the reactants needed to synthesize it. The reactants are: [OH:1][C:2]1[CH:7]=[CH:6][C:5]([CH2:8][C:9]([OH:11])=[O:10])=[CH:4][CH:3]=1.Br[CH2:13][CH2:14][C:15]1[C:24]2[C:19](=[CH:20][CH:21]=[CH:22][CH:23]=2)[CH:18]=[CH:17][CH:16]=1.O[C:26]1([CH:32]([C:36]2[CH:41]=[CH:40][C:39]([O:42][CH2:43]CC3C4C(=CC=CC=4)C=CC=3)=[CH:38][CH:37]=2)C(O)=O)CCCCC1.[C:55]1([CH2:65]CO[C:58]2[CH:59]=[CH:64][C:55]([CH2:65]C(O)=O)=[CH:56][CH:57]=2)[C:64]2[C:59](=CC=CC=2)[CH:58]=[CH:57][CH:56]=1.C1(=O)CCCCC1.ClCCC1C=CC(OC)=CC=1.OC1(C(C2C=CC(OCCC3C=CC(OC)=CC=3)=CC=2)C(O)=O)CCCCC1.COC1C=CC(CCOC2C=CC(CC(O)=O)=CC=2)=CC=1. (3) Given the product [CH3:1][C:2]1([C:8]([Cl:13])=[O:10])[CH2:7][CH2:6][CH2:5][CH2:4][CH2:3]1, predict the reactants needed to synthesize it. The reactants are: [CH3:1][C:2]1([C:8]([OH:10])=O)[CH2:7][CH2:6][CH2:5][CH2:4][CH2:3]1.O=S(Cl)[Cl:13]. (4) Given the product [CH2:11]([P:5]([C:7]([CH3:10])([CH3:9])[CH3:8])[C:1]([CH3:4])([CH3:3])[CH3:2])[C:12]1[CH:17]=[CH:16][CH:15]=[CH:14][CH:13]=1, predict the reactants needed to synthesize it. The reactants are: [C:1]([P:5]([C:7]([CH3:10])([CH3:9])[CH3:8])Cl)([CH3:4])([CH3:3])[CH3:2].[CH2:11]([Mg]Cl)[C:12]1[CH:17]=[CH:16][CH:15]=[CH:14][CH:13]=1.[Cl-].[NH4+]. (5) Given the product [Br:1][C:2]1[CH:3]=[C:4]([CH:5]2[O:14][CH2:13][CH2:12][O:6]2)[CH:7]=[CH:8][C:9]=1[O:10][CH3:11], predict the reactants needed to synthesize it. The reactants are: [Br:1][C:2]1[CH:3]=[C:4]([CH:7]=[CH:8][C:9]=1[O:10][CH3:11])[CH:5]=[O:6].[CH2:12](O)[CH2:13][OH:14].C1(C)C=CC(S(O)(=O)=O)=CC=1.C([O-])(O)=O.[Na+]. (6) Given the product [CH2:5]([C:7]1[O:8][C:9]2[CH:15]=[CH:14][CH:13]=[CH:12][C:10]=2[CH:11]=1)[CH3:6], predict the reactants needed to synthesize it. The reactants are: NN.[OH-].[K+].[CH2:5]([C:7]1[O:8][C:9]2[CH:15]=[CH:14][C:13](OC)=[CH:12][C:10]=2[CH:11]=1)[CH3:6].C(C1OC2C=C(OC)C=CC=2C=1)C.C(C1OC2C(OC)=CC=CC=2C=1)C. (7) Given the product [C:1]([C:3]1[C:4]([N:15]2[CH2:16][CH:17]([C:19]([NH:55][S:52]([CH2:51][C:48]3[CH:49]=[CH:50][C:45]([C:43]#[N:44])=[CH:46][CH:47]=3)(=[O:53])=[O:54])=[O:21])[CH2:18]2)=[N:5][C:6]([CH3:14])=[C:7]([CH:8]=1)[C:9]([O:11][CH2:12][CH3:13])=[O:10])#[N:2], predict the reactants needed to synthesize it. The reactants are: [C:1]([C:3]1[C:4]([N:15]2[CH2:18][CH:17]([C:19]([OH:21])=O)[CH2:16]2)=[N:5][C:6]([CH3:14])=[C:7]([C:9]([O:11][CH2:12][CH3:13])=[O:10])[CH:8]=1)#[N:2].CCN=C=NCCCN(C)C.C1C=CC2N(O)N=NC=2C=1.[C:43]([C:45]1[CH:50]=[CH:49][C:48]([CH2:51][S:52]([NH2:55])(=[O:54])=[O:53])=[CH:47][CH:46]=1)#[N:44].CCN(C(C)C)C(C)C. (8) Given the product [Cl:1][C:2]1[CH:3]=[CH:4][CH:5]=[C:6]2[C:11]=1[N:10]=[N:9][C:8]([C:12]1[CH:13]=[CH:14][CH:15]=[CH:16][CH:17]=1)=[C:7]2[C:18]1[CH:19]=[C:20]([NH:24][CH2:28][C:27]2[CH:30]=[CH:31][CH:32]=[C:33]([CH3:34])[C:26]=2[CH3:25])[CH:21]=[CH:22][CH:23]=1, predict the reactants needed to synthesize it. The reactants are: [Cl:1][C:2]1[CH:3]=[CH:4][CH:5]=[C:6]2[C:11]=1[N:10]=[N:9][C:8]([C:12]1[CH:17]=[CH:16][CH:15]=[CH:14][CH:13]=1)=[C:7]2[C:18]1[CH:19]=[C:20]([NH2:24])[CH:21]=[CH:22][CH:23]=1.[CH3:25][C:26]1[C:33]([CH3:34])=[CH:32][CH:31]=[CH:30][C:27]=1[CH:28]=O.